From a dataset of Peptide-MHC class I binding affinity with 185,985 pairs from IEDB/IMGT. Regression. Given a peptide amino acid sequence and an MHC pseudo amino acid sequence, predict their binding affinity value. This is MHC class I binding data. (1) The peptide sequence is YLVAYQATL. The MHC is HLA-A68:02 with pseudo-sequence HLA-A68:02. The binding affinity (normalized) is 0.402. (2) The peptide sequence is GRSLEDDIR. The MHC is HLA-A31:01 with pseudo-sequence HLA-A31:01. The binding affinity (normalized) is 0.0847. (3) The peptide sequence is ESPSKLASAI. The MHC is HLA-A68:02 with pseudo-sequence HLA-A68:02. The binding affinity (normalized) is 0.602. (4) The peptide sequence is KEALAPVPIPF. The MHC is Mamu-B52 with pseudo-sequence Mamu-B52. The binding affinity (normalized) is 0.195. (5) The peptide sequence is DADPPIPYSR. The MHC is HLA-A68:01 with pseudo-sequence HLA-A68:01. The binding affinity (normalized) is 0.424.